This data is from Catalyst prediction with 721,799 reactions and 888 catalyst types from USPTO. The task is: Predict which catalyst facilitates the given reaction. Reactant: [OH:1][C@@H:2]1[CH2:7][CH2:6][CH2:5][CH2:4][C@H:3]1[O:8][C:9]1[C:14]2[C:15](=[O:24])[N:16]([CH2:18][C:19]3[S:20][CH:21]=[CH:22][CH:23]=3)[CH2:17][C:13]=2[CH:12]=[CH:11][N:10]=1.C1C(=O)N([Br:32])C(=O)C1. Product: [Br:32][C:21]1[S:20][C:19]([CH2:18][N:16]2[CH2:17][C:13]3[CH:12]=[CH:11][N:10]=[C:9]([O:8][C@@H:3]4[CH2:4][CH2:5][CH2:6][CH2:7][C@H:2]4[OH:1])[C:14]=3[C:15]2=[O:24])=[CH:23][CH:22]=1. The catalyst class is: 744.